The task is: Predict the reactants needed to synthesize the given product.. This data is from Full USPTO retrosynthesis dataset with 1.9M reactions from patents (1976-2016). Given the product [CH3:24][C:4]1[CH:5]=[C:6]([CH2:8][CH2:9][C:10](=[O:23])[C:11]2[S:18][C:17]([CH3:19])=[C:16]3[C:12]=2[CH2:13][C@H:14]2[C:20]([CH3:22])([CH3:21])[C@H:15]23)[CH:7]=[C:2]([CH3:1])[C:3]=1[CH2:25][CH2:26][C:27]([NH:64][CH2:63][CH2:61][OH:62])=[O:29], predict the reactants needed to synthesize it. The reactants are: [CH3:1][C:2]1[CH:7]=[C:6]([CH2:8][CH2:9][C:10](=[O:23])[C:11]2[S:18][C:17]([CH3:19])=[C:16]3[C:12]=2[CH2:13][C@H:14]2[C:20]([CH3:22])([CH3:21])[C@H:15]23)[CH:5]=[C:4]([CH3:24])[C:3]=1[CH2:25][CH2:26][C:27]([OH:29])=O.CN(C(ON1N=NC2C=CC=CC1=2)=[N+](C)C)C.[B-](F)(F)(F)F.CCN(C(C)C)C(C)C.[CH2:61]([CH2:63][NH2:64])[OH:62].